This data is from Peptide-MHC class I binding affinity with 185,985 pairs from IEDB/IMGT. The task is: Regression. Given a peptide amino acid sequence and an MHC pseudo amino acid sequence, predict their binding affinity value. This is MHC class I binding data. (1) The peptide sequence is YTGAMTSKF. The MHC is HLA-B07:02 with pseudo-sequence HLA-B07:02. The binding affinity (normalized) is 0.213. (2) The peptide sequence is VLTGNLQTL. The MHC is HLA-A24:02 with pseudo-sequence HLA-A24:02. The binding affinity (normalized) is 0.0847. (3) The peptide sequence is KSNRTIISLNK. The MHC is Mamu-A01 with pseudo-sequence Mamu-A01. The binding affinity (normalized) is 0.221.